This data is from Reaction yield outcomes from USPTO patents with 853,638 reactions. The task is: Predict the reaction yield, written as a fraction of the theoretical maximum amount of product (1.0 means a 100% yield; for example, 0.34 means a 34% yield). (1) The reactants are [Cl:1][C:2]1[CH:7]=[C:6]([O:8][C:9]2[CH:10]=[CH:11][C:12]([NH2:15])=[N:13][CH:14]=2)[CH:5]=[CH:4][N:3]=1.[C:16](O[C:16]([O:18][C:19]([CH3:22])([CH3:21])[CH3:20])=[O:17])([O:18][C:19]([CH3:22])([CH3:21])[CH3:20])=[O:17]. The catalyst is C1COCC1.CN(C1C=CN=CC=1)C.CCOC(C)=O. The product is [Cl:1][C:2]1[CH:7]=[C:6]([O:8][C:9]2[CH:10]=[CH:11][C:12]([NH:15][C:16](=[O:17])[O:18][C:19]([CH3:22])([CH3:21])[CH3:20])=[N:13][CH:14]=2)[CH:5]=[CH:4][N:3]=1. The yield is 0.810. (2) The reactants are [CH3:1][C:2]1[N:3]=[C:4]([NH2:10])[S:5][C:6]=1[CH2:7][CH2:8][CH3:9].[Cl:11][C:12]1[C:13]([CH3:22])=[C:14]([S:18](Cl)(=[O:20])=[O:19])[CH:15]=[CH:16][CH:17]=1. No catalyst specified. The product is [Cl:11][C:12]1[C:13]([CH3:22])=[C:14]([S:18]([NH:10][C:4]2[S:5][C:6]([CH2:7][CH2:8][CH3:9])=[C:2]([CH3:1])[N:3]=2)(=[O:20])=[O:19])[CH:15]=[CH:16][CH:17]=1. The yield is 0.460.